Dataset: Catalyst prediction with 721,799 reactions and 888 catalyst types from USPTO. Task: Predict which catalyst facilitates the given reaction. (1) Reactant: [OH:1][C:2]1[CH:11]=[C:10]2[C:5]([CH:6]=[CH:7][CH:8]=[C:9]2[NH:12][C:13](=[O:19])[CH2:14][NH:15][CH2:16][CH2:17][OH:18])=[CH:4][CH:3]=1.[C:20]([O:24][C:25](O[C:25]([O:24][C:20]([CH3:23])([CH3:22])[CH3:21])=[O:26])=[O:26])([CH3:23])([CH3:22])[CH3:21]. Product: [OH:1][C:2]1[CH:11]=[C:10]2[C:5]([CH:6]=[CH:7][CH:8]=[C:9]2[NH:12][C:13](=[O:19])[CH2:14][N:15]([CH2:16][CH2:17][OH:18])[C:25]([O:24][C:20]([CH3:23])([CH3:22])[CH3:21])=[O:26])=[CH:4][CH:3]=1. The catalyst class is: 7. (2) Reactant: [F:1][C:2]1[CH:25]=[C:24]([S:26]([CH3:29])(=[O:28])=[O:27])[C:23]([F:30])=[CH:22][C:3]=1[CH2:4][NH:5][CH2:6][CH2:7][NH:8][CH:9]1[CH2:14][CH2:13][N:12]([C:15]([O:17][C:18]([CH3:21])([CH3:20])[CH3:19])=[O:16])[CH2:11][CH2:10]1.C(N(C(C)C)C(C)C)C.N1([C:45](N2C=CN=C2)=[O:46])C=CN=C1. Product: [F:1][C:2]1[CH:25]=[C:24]([S:26]([CH3:29])(=[O:27])=[O:28])[C:23]([F:30])=[CH:22][C:3]=1[CH2:4][N:5]1[CH2:6][CH2:7][N:8]([CH:9]2[CH2:14][CH2:13][N:12]([C:15]([O:17][C:18]([CH3:21])([CH3:20])[CH3:19])=[O:16])[CH2:11][CH2:10]2)[C:45]1=[O:46]. The catalyst class is: 49. (3) Product: [F:28][C:21]1[CH:20]=[C:19]([CH:29]([NH:31][C:32]([C:34]2[N:35]=[C:36]([C:4]3[CH:5]=[CH:6][C:1]([C:10]4[CH:15]=[CH:14][CH:13]=[CH:12][CH:11]=4)=[CH:2][CH:3]=3)[O:37][CH:38]=2)=[O:33])[CH3:30])[CH:18]=[C:17]([F:16])[C:22]=1[NH:23][S:24]([CH3:27])(=[O:26])=[O:25]. The catalyst class is: 235. Reactant: [C:1]1([C:10]2[CH:15]=[CH:14][CH:13]=[CH:12][CH:11]=2)[CH:6]=[CH:5][C:4](B(O)O)=[CH:3][CH:2]=1.[F:16][C:17]1[CH:18]=[C:19]([CH:29]([NH:31][C:32]([C:34]2[N:35]=[C:36](Cl)[O:37][CH:38]=2)=[O:33])[CH3:30])[CH:20]=[C:21]([F:28])[C:22]=1[NH:23][S:24]([CH3:27])(=[O:26])=[O:25].C([O-])([O-])=O.[Cs+].[Cs+]. (4) Reactant: [F:1][C:2]1[CH:7]=[CH:6][C:5]([C:8]2[N:9]=[C:10]3[CH:15]=[CH:14][C:13]([N:16]4[CH2:21][CH2:20][N:19]([C:22]([O:24][C:25]([CH3:28])([CH3:27])[CH3:26])=[O:23])[CH2:18][CH2:17]4)=[N:12][N:11]3[CH:29]=2)=[CH:4][CH:3]=1.[I:30]N1C(=O)CCC1=O. Product: [F:1][C:2]1[CH:3]=[CH:4][C:5]([C:8]2[N:9]=[C:10]3[CH:15]=[CH:14][C:13]([N:16]4[CH2:17][CH2:18][N:19]([C:22]([O:24][C:25]([CH3:26])([CH3:28])[CH3:27])=[O:23])[CH2:20][CH2:21]4)=[N:12][N:11]3[C:29]=2[I:30])=[CH:6][CH:7]=1. The catalyst class is: 7. (5) Reactant: [N:1]1([C:7]2[N:14]=[CH:13][CH:12]=[CH:11][C:8]=2[C:9]#[N:10])[CH2:6][CH2:5][NH:4][CH2:3][CH2:2]1.C(Cl)(Cl)Cl.C(N(CC)CC)C.[Cl:26][CH2:27][C:28](Cl)=[O:29]. Product: [Cl:26][CH2:27][C:28]([N:4]1[CH2:3][CH2:2][N:1]([C:7]2[N:14]=[CH:13][CH:12]=[CH:11][C:8]=2[C:9]#[N:10])[CH2:6][CH2:5]1)=[O:29]. The catalyst class is: 6. (6) Reactant: [F:1][C:2]1[CH:40]=[CH:39][C:5]([CH2:6][NH:7][CH2:8][C:9]2[CH:10]=[C:11]3[C:15](=[CH:16][C:17]=2[NH2:18])[N:14]([C:19]([C:32]2[CH:37]=[CH:36][CH:35]=[CH:34][CH:33]=2)([C:26]2[CH:31]=[CH:30][CH:29]=[CH:28][CH:27]=2)[C:20]2[CH:25]=[CH:24][CH:23]=[CH:22][CH:21]=2)[N:13]=[C:12]3[Br:38])=[CH:4][CH:3]=1.CCN(CC)CC.C1N=CN([C:53](N2C=NC=C2)=[O:54])C=1. The catalyst class is: 2. Product: [F:1][C:2]1[CH:3]=[CH:4][C:5]([CH2:6][N:7]2[CH2:8][C:9]3[C:17](=[CH:16][C:15]4[N:14]([C:19]([C:20]5[CH:25]=[CH:24][CH:23]=[CH:22][CH:21]=5)([C:26]5[CH:31]=[CH:30][CH:29]=[CH:28][CH:27]=5)[C:32]5[CH:33]=[CH:34][CH:35]=[CH:36][CH:37]=5)[N:13]=[C:12]([Br:38])[C:11]=4[CH:10]=3)[NH:18][C:53]2=[O:54])=[CH:39][CH:40]=1. (7) Reactant: [C:1]1([N:7]2[CH:11]=[C:10]([C:12]([NH:14][CH2:15][CH2:16][NH:17][C:18](=[O:26])OC3C=CC=CC=3)=[O:13])[C:9]([C:27]([F:30])([F:29])[F:28])=[N:8]2)[CH:6]=[CH:5][CH:4]=[CH:3][CH:2]=1.[C:31]([N:38]1[CH2:43][CH2:42][NH:41][CH2:40][CH2:39]1)([O:33][C:34]([CH3:37])([CH3:36])[CH3:35])=[O:32]. Product: [C:1]1([N:7]2[CH:11]=[C:10]([C:12]([NH:14][CH2:15][CH2:16][NH:17][C:18]([N:41]3[CH2:40][CH2:39][N:38]([C:31]([O:33][C:34]([CH3:37])([CH3:36])[CH3:35])=[O:32])[CH2:43][CH2:42]3)=[O:26])=[O:13])[C:9]([C:27]([F:30])([F:29])[F:28])=[N:8]2)[CH:2]=[CH:3][CH:4]=[CH:5][CH:6]=1. The catalyst class is: 14.